From a dataset of Forward reaction prediction with 1.9M reactions from USPTO patents (1976-2016). Predict the product of the given reaction. Given the reactants [CH2:1]([NH2:4])[CH2:2][NH2:3].[CH:5]1[CH:6]=[C:7]2[C:12]3=[C:13]([C:15]([O:17][C:18](=O)[C:11]3=[CH:10][CH:9]=[CH:8]2)=[O:16])[CH:14]=1.N1C=CC=CC=1, predict the reaction product. The product is: [NH2:3][CH2:2][CH2:1][N:4]1[C:18](=[O:17])[C:11]2[CH:10]=[CH:9][CH:8]=[C:7]3[C:12]=2[C:13](=[CH:14][CH:5]=[CH:6]3)[C:15]1=[O:16].